Dataset: Catalyst prediction with 721,799 reactions and 888 catalyst types from USPTO. Task: Predict which catalyst facilitates the given reaction. (1) Reactant: [Br:1]N1C(=O)CCC1=O.[OH:9][C:10]([C:17]1[CH:26]=[CH:25][C:20]([C:21]([O:23][CH3:24])=[O:22])=[CH:19][CH:18]=1)([C:12]1[S:16][CH:15]=NC=1)[CH3:11].C[N:28]([CH:30]=O)C. Product: [Br:1][C:15]1[S:16][C:12]([C:10]([C:17]2[CH:18]=[CH:19][C:20]([C:21]([O:23][CH3:24])=[O:22])=[CH:25][CH:26]=2)([OH:9])[CH3:11])=[N:28][CH:30]=1. The catalyst class is: 13. (2) Reactant: Cl[C:2](Cl)(Cl)[CH:3]([OH:5])O.[Cl:8][C:9]1[C:10]([CH3:16])=[C:11]([CH:13]=[CH:14][CH:15]=1)[NH2:12].S([O-])([O-])(=O)=O.[Na+].[Na+].Cl.Cl.[NH2:26][OH:27]. Product: [Cl:8][C:9]1[C:10]([CH3:16])=[C:11]([NH:12][C:3](=[O:5])[CH:2]=[N:26][OH:27])[CH:13]=[CH:14][CH:15]=1. The catalyst class is: 6. (3) Reactant: Cl.[CH2:2](NC(N1CCN(C(C2CCCC2)=O)CC1)=O)C.[CH3:20][O:21][C:22]1[C:29]([O:30][CH3:31])=[CH:28][C:25]([C:26]#[N:27])=[C:24]([NH2:32])[CH:23]=1.CN(C)C=O.[H-].[Na+]. Product: [CH3:31][O:30][C:29]1[CH:28]=[C:25]2[C:24](=[CH:23][C:22]=1[O:21][CH3:20])[N:32]=[CH:2][N:27]=[CH:26]2. The catalyst class is: 6. (4) Reactant: C[O:2][C:3]1[CH:8]=[CH:7][C:6]([C:9]2[CH:10]([CH3:16])[CH2:11][C:12](=[O:15])[NH:13][N:14]=2)=[CH:5][CH:4]=1.[Cl-].[Al+3].[Cl-].[Cl-]. Product: [OH:2][C:3]1[CH:8]=[CH:7][C:6]([C:9]2[CH:10]([CH3:16])[CH2:11][C:12](=[O:15])[NH:13][N:14]=2)=[CH:5][CH:4]=1. The catalyst class is: 4.